From a dataset of Forward reaction prediction with 1.9M reactions from USPTO patents (1976-2016). Predict the product of the given reaction. (1) Given the reactants [CH:1]([O:4][C:5](=[O:17])[C:6]1[CH:11]=[C:10]([O:12][CH:13]([CH3:15])[CH3:14])[N:9]=[C:8]([OH:16])[CH:7]=1)([CH3:3])[CH3:2].C(=O)([O-])[O-].[K+].[K+].F[C:25]1[CH:32]=[CH:31][C:28]([C:29]#[N:30])=[CH:27][CH:26]=1.OC1N=CC=CC=1C([O-])=O, predict the reaction product. The product is: [CH:1]([O:4][C:5](=[O:17])[C:6]1[CH:11]=[C:10]([O:12][CH:13]([CH3:15])[CH3:14])[N:9]=[C:8]([O:16][C:25]2[CH:32]=[CH:31][C:28]([C:29]#[N:30])=[CH:27][CH:26]=2)[CH:7]=1)([CH3:3])[CH3:2]. (2) Given the reactants [Cl:1][C:2]1[N:10]=[CH:9][CH:8]=[CH:7][C:3]=1[C:4](O)=[O:5].O=S(Cl)[Cl:13], predict the reaction product. The product is: [Cl:1][C:2]1[N:10]=[CH:9][CH:8]=[CH:7][C:3]=1[C:4]([Cl:13])=[O:5].